This data is from Cav3 T-type calcium channel HTS with 100,875 compounds. The task is: Binary Classification. Given a drug SMILES string, predict its activity (active/inactive) in a high-throughput screening assay against a specified biological target. (1) The compound is O1CCN(CCn2c(=O)c3C(c4cc(OC)c(OC)c(OC)c4)C(=C(Oc3cc2C)N)C#N)CC1. The result is 0 (inactive). (2) The drug is s1c(c(nc1N\N=C\c1cc(ccc1)C)C)C(OCC)=O. The result is 0 (inactive). (3) The result is 0 (inactive). The molecule is Clc1cn(nc1)Cc1oc(cc1)C(=O)Nc1c(cccc1)C(OC)=O.